From a dataset of Forward reaction prediction with 1.9M reactions from USPTO patents (1976-2016). Predict the product of the given reaction. Given the reactants [F:1][C:2]1[CH:7]=[C:6]([C:8]([F:11])([F:10])[F:9])[CH:5]=[CH:4][C:3]=1[CH:12]1[CH2:17][C:16](=[O:18])[NH:15][C:14]([CH3:19])=[C:13]1[C:20](O)=[O:21].[NH2:23][C:24]1[CH:25]=[C:26]2[C:30](=[C:31]([CH3:33])[CH:32]=1)[NH:29][N:28]=[CH:27]2.C(Cl)CCl.CCN(CC)CC, predict the reaction product. The product is: [F:1][C:2]1[CH:7]=[C:6]([C:8]([F:9])([F:10])[F:11])[CH:5]=[CH:4][C:3]=1[CH:12]1[CH2:17][C:16](=[O:18])[NH:15][C:14]([CH3:19])=[C:13]1[C:20]([NH:23][C:24]1[CH:25]=[C:26]2[C:30](=[C:31]([CH3:33])[CH:32]=1)[NH:29][N:28]=[CH:27]2)=[O:21].